Dataset: NCI-60 drug combinations with 297,098 pairs across 59 cell lines. Task: Regression. Given two drug SMILES strings and cell line genomic features, predict the synergy score measuring deviation from expected non-interaction effect. (1) Drug 1: CC1C(C(CC(O1)OC2CC(CC3=C2C(=C4C(=C3O)C(=O)C5=C(C4=O)C(=CC=C5)OC)O)(C(=O)C)O)N)O.Cl. Drug 2: CC=C1C(=O)NC(C(=O)OC2CC(=O)NC(C(=O)NC(CSSCCC=C2)C(=O)N1)C(C)C)C(C)C. Cell line: 786-0. Synergy scores: CSS=36.4, Synergy_ZIP=-8.12, Synergy_Bliss=-2.75, Synergy_Loewe=-0.567, Synergy_HSA=-0.155. (2) Drug 1: C1CCC(C1)C(CC#N)N2C=C(C=N2)C3=C4C=CNC4=NC=N3. Drug 2: CCC1(C2=C(COC1=O)C(=O)N3CC4=CC5=C(C=CC(=C5CN(C)C)O)N=C4C3=C2)O.Cl. Cell line: HCT116. Synergy scores: CSS=32.8, Synergy_ZIP=-0.702, Synergy_Bliss=-2.07, Synergy_Loewe=-24.2, Synergy_HSA=-3.17. (3) Drug 1: C1CCC(CC1)NC(=O)N(CCCl)N=O. Drug 2: CC(C1=C(C=CC(=C1Cl)F)Cl)OC2=C(N=CC(=C2)C3=CN(N=C3)C4CCNCC4)N. Cell line: HT29. Synergy scores: CSS=18.1, Synergy_ZIP=-5.10, Synergy_Bliss=-0.459, Synergy_Loewe=-5.08, Synergy_HSA=-2.08. (4) Drug 1: C1=NC2=C(N=C(N=C2N1C3C(C(C(O3)CO)O)F)Cl)N. Drug 2: C1C(C(OC1N2C=NC(=NC2=O)N)CO)O. Cell line: LOX IMVI. Synergy scores: CSS=4.14, Synergy_ZIP=-3.12, Synergy_Bliss=-1.54, Synergy_Loewe=-4.92, Synergy_HSA=-4.10. (5) Drug 1: C#CCC(CC1=CN=C2C(=N1)C(=NC(=N2)N)N)C3=CC=C(C=C3)C(=O)NC(CCC(=O)O)C(=O)O. Drug 2: CS(=O)(=O)OCCCCOS(=O)(=O)C. Cell line: NCI-H522. Synergy scores: CSS=8.81, Synergy_ZIP=-3.32, Synergy_Bliss=-2.25, Synergy_Loewe=5.50, Synergy_HSA=1.72. (6) Drug 1: CNC(=O)C1=CC=CC=C1SC2=CC3=C(C=C2)C(=NN3)C=CC4=CC=CC=N4. Drug 2: C1=C(C(=O)NC(=O)N1)N(CCCl)CCCl. Cell line: NCI-H460. Synergy scores: CSS=35.6, Synergy_ZIP=-1.17, Synergy_Bliss=0.676, Synergy_Loewe=-2.55, Synergy_HSA=0.959.